This data is from Experimentally validated miRNA-target interactions with 360,000+ pairs, plus equal number of negative samples. The task is: Binary Classification. Given a miRNA mature sequence and a target amino acid sequence, predict their likelihood of interaction. The miRNA is hsa-miR-8054 with sequence GAAAGUACAGAUCGGAUGGGU. The protein sequence of the target gene is MPQLDSGGGGAGRGDDLGAPDELLAFQDEGEEQDDKNRDSPVGPERDLAELKSSLVNESEGAAAGAGVPGPGVRVHGEAEGAPEALGREHTSQRLFPDKLPESLEDGLKAPECTSGMYKETVYSAFNLLMPYPPASGAGQHPQPQPPLHNKPGQPPHGVPQLSPLYEHFSSPHPTPAPADISQKQGVHRPLQTPDLSGFYSLTSGSMGQLPHTVSWPSPPLYPLSPSCGYRQHFPAPTAAPGAPYPRFTHPSLMLGSGVPGHPAAIPHPAIVPSSGKQELQPYDRNLKTQAEPKAEKEAK.... Result: 0 (no interaction).